Dataset: Catalyst prediction with 721,799 reactions and 888 catalyst types from USPTO. Task: Predict which catalyst facilitates the given reaction. Reactant: [C:1]([C:4]1[N:5]=[CH:6][C:7]([C:11]2[CH:16]=[CH:15][C:14]([NH:17][S:18]([C:21]3[CH:26]=[CH:25][CH:24]=[C:23]([Cl:27])[C:22]=3[Cl:28])(=[O:20])=[O:19])=[CH:13][CH:12]=2)=[N:8][C:9]=1Cl)(=O)[CH3:2].[NH2:29][NH2:30]. Product: [Cl:28][C:22]1[C:23]([Cl:27])=[CH:24][CH:25]=[CH:26][C:21]=1[S:18]([NH:17][C:14]1[CH:15]=[CH:16][C:11]([C:7]2[N:8]=[C:9]3[NH:29][N:30]=[C:1]([CH3:2])[C:4]3=[N:5][CH:6]=2)=[CH:12][CH:13]=1)(=[O:20])=[O:19]. The catalyst class is: 378.